Dataset: Forward reaction prediction with 1.9M reactions from USPTO patents (1976-2016). Task: Predict the product of the given reaction. (1) Given the reactants [CH3:1][C:2]1[C:3]([CH2:9][NH:10][CH2:11][C:12]2[CH:19]=[CH:18][C:15]([C:16]#[N:17])=[CH:14][C:13]=2[CH2:20][OH:21])=[N:4][CH:5]=[C:6]([CH3:8])[CH:7]=1.[F:22][C:23]1[CH:28]=[CH:27][C:26]([C:29]([C:32]2[C:33]([CH:38]=O)=[N:34][CH:35]=[CH:36][CH:37]=2)([CH3:31])[CH3:30])=[CH:25][CH:24]=1.[BH-](OC(C)=O)(OC(C)=O)[O:41]C(C)=O.[Na+], predict the reaction product. The product is: [CH3:1][C:2]1[C:3]([CH2:9][N:10]([CH2:11][C:12]2[CH:19]=[CH:18][C:15]([C:16]([NH2:17])=[O:41])=[CH:14][C:13]=2[CH2:20][OH:21])[CH2:38][C:33]2[C:32]([C:29]([C:26]3[CH:25]=[CH:24][C:23]([F:22])=[CH:28][CH:27]=3)([CH3:31])[CH3:30])=[CH:37][CH:36]=[CH:35][N:34]=2)=[N:4][CH:5]=[C:6]([CH3:8])[CH:7]=1. (2) Given the reactants [CH:1]1([C:6]([N:8]2[CH2:13][CH:12]([C:14]3[CH:19]=[CH:18][C:17]([CH2:20][CH3:21])=[CH:16][CH:15]=3)[CH2:11][CH:10]([C:22](O)=O)[CH2:9]2)=[O:7])[CH2:5][CH2:4][CH2:3][CH2:2]1.[OH:25][N:26]=[C:27]([C:29]1[CH:33]=[C:32]([CH3:34])[O:31][N:30]=1)[NH2:28], predict the reaction product. The product is: [CH:1]1([C:6]([N:8]2[CH2:9][CH:10]([C:22]3[O:25][N:26]=[C:27]([C:29]4[CH:33]=[C:32]([CH3:34])[O:31][N:30]=4)[N:28]=3)[CH2:11][CH:12]([C:14]3[CH:19]=[CH:18][C:17]([CH2:20][CH3:21])=[CH:16][CH:15]=3)[CH2:13]2)=[O:7])[CH2:5][CH2:4][CH2:3][CH2:2]1. (3) The product is: [C:39]([O:43][C:44]([O:22][C:21]1[C:9]2[CH:8]([C:3]3[CH:4]=[CH:5][CH:6]=[CH:7][C:2]=3[Cl:1])[C:13]([C:14]#[N:15])=[C:12]([CH2:16][CH2:17][CH3:18])[NH:11][C:10]=2[NH:19][N:20]=1)=[O:45])([CH3:42])([CH3:41])[CH3:40]. Given the reactants [Cl:1][C:2]1[CH:7]=[CH:6][CH:5]=[CH:4][C:3]=1[CH:8]1[C:13]([C:14]#[N:15])=[C:12]([CH2:16][CH2:17][CH3:18])[NH:11][C:10]2=[N:19][NH:20][C:21]([OH:22])=[C:9]12.C(N(CC)CC)C.CN(C1C=CC=CN=1)C.[C:39]([O:43][C:44](=O)[O:45]C(C)(C)C)([CH3:42])([CH3:41])[CH3:40], predict the reaction product.